From a dataset of Full USPTO retrosynthesis dataset with 1.9M reactions from patents (1976-2016). Predict the reactants needed to synthesize the given product. (1) The reactants are: [C:1]([C:5]1[CH:13]=[CH:12][C:8]([CH:9]=[N:10][OH:11])=[CH:7][CH:6]=1)([CH3:4])([CH3:3])[CH3:2].Br[CH2:15][C:16]1[CH:21]=[CH:20][C:19]([CH2:22][C:23]([OH:25])=[O:24])=[CH:18][CH:17]=1. Given the product [C:1]([C:5]1[CH:6]=[CH:7][C:8]([CH:9]=[N:10][O:11][CH2:15][C:16]2[CH:17]=[CH:18][C:19]([CH2:22][C:23]([OH:25])=[O:24])=[CH:20][CH:21]=2)=[CH:12][CH:13]=1)([CH3:4])([CH3:2])[CH3:3], predict the reactants needed to synthesize it. (2) The reactants are: [OH:1][C:2]1[CH:3]=[C:4]([O:12][C@@H:13]([C@H:15]2[CH2:19][NH:18][C:17](=[O:20])[CH2:16]2)[CH3:14])[C:5]2[S:9][C:8]([CH3:10])=[N:7][C:6]=2[CH:11]=1.CCN(CC)CC.C1(N([S:35]([C:38]([F:41])([F:40])[F:39])(=[O:37])=[O:36])[S:35]([C:38]([F:41])([F:40])[F:39])(=[O:37])=[O:36])C=CC=CC=1.Cl. Given the product [F:39][C:38]([F:41])([F:40])[S:35]([O:1][C:2]1[CH:3]=[C:4]([O:12][C@@H:13]([C@@H:15]2[CH2:16][C:17](=[O:20])[NH:18][CH2:19]2)[CH3:14])[C:5]2[S:9][C:8]([CH3:10])=[N:7][C:6]=2[CH:11]=1)(=[O:37])=[O:36], predict the reactants needed to synthesize it. (3) Given the product [N:17]1([CH:26]([NH:30][C:31](=[O:32])[O:33][CH2:34][CH3:35])[C:27]([NH:1][C:2]2[CH:7]=[CH:6][CH:5]=[CH:4][C:3]=2[C:8]([C:10]2[CH:15]=[CH:14][C:13]([F:16])=[CH:12][CH:11]=2)=[O:9])=[O:28])[C:21]2[CH:22]=[CH:23][CH:24]=[CH:25][C:20]=2[N:19]=[N:18]1, predict the reactants needed to synthesize it. The reactants are: [NH2:1][C:2]1[CH:7]=[CH:6][CH:5]=[CH:4][C:3]=1[C:8]([C:10]1[CH:15]=[CH:14][C:13]([F:16])=[CH:12][CH:11]=1)=[O:9].[N:17]1([CH:26]([NH:30][C:31]([O:33][CH2:34][CH3:35])=[O:32])[C:27](O)=[O:28])[C:21]2[CH:22]=[CH:23][CH:24]=[CH:25][C:20]=2[N:19]=[N:18]1.CCN=C=NCCCN(C)C.CCN(C(C)C)C(C)C. (4) Given the product [OH:30][C@@H:27]1[CH2:28][CH2:29][N:25]([C:6]2[N:7]=[CH:8][C:9]([C:11](=[O:24])[NH:12][C:13]3[CH:14]=[CH:15][C:16]([O:19][C:20]([F:22])([F:21])[F:23])=[CH:17][CH:18]=3)=[CH:10][C:5]=2[C:4]([OH:31])=[O:3])[CH2:26]1, predict the reactants needed to synthesize it. The reactants are: C([O:3][C:4](=[O:31])[C:5]1[CH:10]=[C:9]([C:11](=[O:24])[NH:12][C:13]2[CH:18]=[CH:17][C:16]([O:19][C:20]([F:23])([F:22])[F:21])=[CH:15][CH:14]=2)[CH:8]=[N:7][C:6]=1[N:25]1[CH2:29][CH2:28][C@@H:27]([OH:30])[CH2:26]1)C.[Li+].[OH-].O.O.C(O)(=O)CC(CC(O)=O)(C(O)=O)O. (5) The reactants are: FC1C=CC=CC=1C(Cl)=O.[F:11][C:12]1[CH:13]=[C:14]([CH:18]=[C:19]([F:21])[CH:20]=1)[C:15](Cl)=[O:16].[NH2:22][C:23]1[CH:24]=[C:25]([CH:36]=[CH:37][N:38]=1)[C:26]([NH:28][CH2:29][C:30]1[CH:35]=[CH:34][CH:33]=[CH:32][CH:31]=1)=[O:27]. Given the product [CH2:29]([NH:28][C:26](=[O:27])[C:25]1[CH:36]=[CH:37][N:38]=[C:23]([NH:22][C:15](=[O:16])[C:14]2[CH:13]=[C:12]([F:11])[CH:20]=[C:19]([F:21])[CH:18]=2)[CH:24]=1)[C:30]1[CH:35]=[CH:34][CH:33]=[CH:32][CH:31]=1, predict the reactants needed to synthesize it. (6) Given the product [Cl:1][C:2]1[CH:3]=[C:4]([C@H:5]([OH:6])[CH3:15])[CH:7]=[CH:8][C:9]=1[O:10][C:11]([F:12])([F:13])[F:14], predict the reactants needed to synthesize it. The reactants are: [Cl:1][C:2]1[CH:3]=[C:4]([CH:7]=[CH:8][C:9]=1[O:10][C:11]([F:14])([F:13])[F:12])[CH:5]=[O:6].[CH3:15][Zn]C.